Dataset: Catalyst prediction with 721,799 reactions and 888 catalyst types from USPTO. Task: Predict which catalyst facilitates the given reaction. (1) Reactant: IC.[Br:3][C:4]1[C:9]([CH3:10])=[CH:8][N:7]=[C:6]([OH:11])[C:5]=1[CH3:12].[CH:13](Cl)(Cl)Cl.O. Product: [Br:3][C:4]1[C:9]([CH3:10])=[CH:8][N:7]=[C:6]([O:11][CH3:13])[C:5]=1[CH3:12]. The catalyst class is: 4. (2) Reactant: [C:1]([CH:3]1[CH2:8][CH:7]([C:9]([O:11]CC)=[O:10])[CH2:6][CH2:5][N:4]1[C:14]([O:16][CH2:17][C:18]1[CH:23]=[CH:22][CH:21]=[CH:20][CH:19]=1)=[O:15])#[N:2].O[Li].O. Product: [CH2:17]([O:16][C:14]([N:4]1[CH2:5][CH2:6][CH:7]([C:9]([OH:11])=[O:10])[CH2:8][CH:3]1[C:1]#[N:2])=[O:15])[C:18]1[CH:23]=[CH:22][CH:21]=[CH:20][CH:19]=1. The catalyst class is: 20. (3) Reactant: C[C:2]1([C:13]([O-])=[O:14])[NH:7][C:6]([C:8]([O:10][CH2:11]C)=[O:9])=[CH:5][CH:4]=[CH:3]1.[BH4-].[Na+].Cl. Product: [OH:14][CH2:13][C:2]1[N:7]=[C:6]([C:8]([O:10][CH3:11])=[O:9])[CH:5]=[CH:4][CH:3]=1. The catalyst class is: 100. (4) The catalyst class is: 14. Reactant: [Br:1][C:2]1[CH:9]=[CH:8][C:5]([NH:6][CH3:7])=[C:4]([N+:10]([O-])=O)[CH:3]=1.O.O.Cl[Sn]Cl.[OH-].[Na+]. Product: [Br:1][C:2]1[CH:3]=[C:4]([NH2:10])[C:5]([NH:6][CH3:7])=[CH:8][CH:9]=1. (5) Reactant: [CH2:1]([O:3][C:4]([C:6]1([CH2:19][CH:20]=O)[CH2:11][CH2:10][N:9]([C:12]([O:14][C:15]([CH3:18])([CH3:17])[CH3:16])=[O:13])[CH2:8][CH2:7]1)=[O:5])[CH3:2].ClC(Cl)C.[NH2:26][C:27]1[CH:28]=[CH:29][C:30]([Br:34])=[N:31][C:32]=1[CH3:33].C(O)(=O)C.[BH-](OC(C)=O)(OC(C)=O)OC(C)=O.[Na+]. Product: [CH2:1]([O:3][C:4]([C:6]1([CH2:19][CH2:20][NH:26][C:27]2[C:32]([CH3:33])=[N:31][C:30]([Br:34])=[CH:29][CH:28]=2)[CH2:7][CH2:8][N:9]([C:12]([O:14][C:15]([CH3:18])([CH3:17])[CH3:16])=[O:13])[CH2:10][CH2:11]1)=[O:5])[CH3:2]. The catalyst class is: 2. (6) The catalyst class is: 10. Reactant: [CH3:1][O:2][C:3]([C:5]1[N:6]([CH2:26][C:27]2[CH:32]=[CH:31][C:30]([S:33]([CH3:36])(=[O:35])=[O:34])=[CH:29][CH:28]=2)[C:7](=[O:25])[C:8]2[C:13]([C:14]=1[C:15]1[CH:20]=[CH:19][C:18]([C:21]([OH:23])=O)=[CH:17][CH:16]=1)=[CH:12][C:11]([Cl:24])=[CH:10][CH:9]=2)=[O:4].[N:37]1([CH2:43][CH2:44][CH2:45][NH2:46])[CH2:42][CH2:41][O:40][CH2:39][CH2:38]1.Cl.C(N=C=NCCCN(C)C)C.O.OC1C2N=NNC=2C=CC=1. Product: [CH3:1][O:2][C:3]([C:5]1[N:6]([CH2:26][C:27]2[CH:32]=[CH:31][C:30]([S:33]([CH3:36])(=[O:35])=[O:34])=[CH:29][CH:28]=2)[C:7](=[O:25])[C:8]2[C:13]([C:14]=1[C:15]1[CH:20]=[CH:19][C:18]([C:21](=[O:23])[NH:46][CH2:45][CH2:44][CH2:43][N:37]3[CH2:42][CH2:41][O:40][CH2:39][CH2:38]3)=[CH:17][CH:16]=1)=[CH:12][C:11]([Cl:24])=[CH:10][CH:9]=2)=[O:4].